Dataset: Peptide-MHC class II binding affinity with 134,281 pairs from IEDB. Task: Regression. Given a peptide amino acid sequence and an MHC pseudo amino acid sequence, predict their binding affinity value. This is MHC class II binding data. (1) The peptide sequence is EVLGFRMVQDERVGR. The MHC is DRB3_0101 with pseudo-sequence DRB3_0101. The binding affinity (normalized) is 0.732. (2) The peptide sequence is THGIRPVVSTQLLLY. The MHC is DRB3_0202 with pseudo-sequence DRB3_0202. The binding affinity (normalized) is 0.248. (3) The peptide sequence is IIVILSPLLNAQN. The MHC is DRB1_0401 with pseudo-sequence DRB1_0401. The binding affinity (normalized) is 0.355. (4) The peptide sequence is TVTVFKIPKKASEGA. The MHC is HLA-DPA10201-DPB11401 with pseudo-sequence HLA-DPA10201-DPB11401. The binding affinity (normalized) is 0.153.